Dataset: Full USPTO retrosynthesis dataset with 1.9M reactions from patents (1976-2016). Task: Predict the reactants needed to synthesize the given product. (1) Given the product [NH2:11][C:5]1[N:6]([CH3:10])[C:7](=[O:9])[CH:8]=[C:3](/[CH:1]=[CH:20]\[C:19]2[CH:40]=[CH:41][CH:42]=[C:17]([Br:16])[CH:18]=2)[N:4]=1, predict the reactants needed to synthesize it. The reactants are: [CH:1]([C:3]1[N:4]=[C:5]([NH:11]C(=O)C)[N:6]([CH3:10])[C:7](=[O:9])[CH:8]=1)=O.[Cl-].[Br:16][C:17]1[CH:18]=[C:19]([CH:40]=[CH:41][CH:42]=1)[CH2:20][P+](C1C=CC=CC=1)(C1C=CC=CC=1)C1C=CC=CC=1.CC(C)([O-])C.[K+].CC(O)(C)C. (2) Given the product [NH2:22][C:21]1[CH:20]=[CH:19][C:4]([C:5]([O:7][C:8]2[CH:13]=[CH:12][C:11]([CH2:14][CH2:15][CH2:16][CH2:17][CH3:18])=[CH:10][CH:9]=2)=[O:6])=[CH:3][C:2]=1[CH3:1], predict the reactants needed to synthesize it. The reactants are: [CH3:1][C:2]1[CH:3]=[C:4]([CH:19]=[CH:20][C:21]=1[N+:22]([O-])=O)[C:5]([O:7][C:8]1[CH:13]=[CH:12][C:11]([CH2:14][CH2:15][CH2:16][CH2:17][CH3:18])=[CH:10][CH:9]=1)=[O:6]. (3) Given the product [Cl:42][C:21]1[C:22]([C:24]2[C:32]3[C:27](=[CH:28][CH:29]=[CH:30][CH:31]=3)[N:26]([S:33]([C:36]3[CH:41]=[CH:40][CH:39]=[CH:38][CH:37]=3)(=[O:35])=[O:34])[CH:25]=2)=[N:23][C:18]([NH:17][CH:13]2[CH2:14][CH2:15][CH2:16][C:11]([NH:10][C:57]([C:56]3[CH:55]=[CH:54][C:53]([NH:52][C:50](=[O:51])[O:49][C:45]([CH3:46])([CH3:47])[CH3:48])=[CH:61][CH:60]=3)=[O:59])([CH3:43])[CH2:12]2)=[N:19][CH:20]=1, predict the reactants needed to synthesize it. The reactants are: C(OC(=O)[NH:10][C:11]1([CH3:43])[CH2:16][CH2:15][CH2:14][CH:13]([NH:17][C:18]2[N:23]=[C:22]([C:24]3[C:32]4[C:27](=[CH:28][CH:29]=[CH:30][CH:31]=4)[N:26]([S:33]([C:36]4[CH:41]=[CH:40][CH:39]=[CH:38][CH:37]=4)(=[O:35])=[O:34])[CH:25]=3)[C:21]([Cl:42])=[CH:20][N:19]=2)[CH2:12]1)C1C=CC=CC=1.[C:45]([O:49][C:50]([NH:52][C:53]1[CH:61]=[CH:60][C:56]([C:57]([OH:59])=O)=[CH:55][CH:54]=1)=[O:51])([CH3:48])([CH3:47])[CH3:46].CN(C(ON1N=NC2C=CC=CC1=2)=[N+](C)C)C.F[P-](F)(F)(F)(F)F.CCN(CC)CC. (4) Given the product [C:14]12([O:13][C:10]3[CH:9]=[CH:8][C:7]([NH:6][C:34](=[O:35])[C:33]4[CH:37]=[C:38]([N+:41]([O-:43])=[O:42])[CH:39]=[CH:40][C:32]=4[Cl:31])=[CH:12][N:11]=3)[CH2:15][CH:16]3[CH2:22][CH:20]([CH2:19][CH:18]([CH2:17]3)[CH2:23]1)[CH2:21]2, predict the reactants needed to synthesize it. The reactants are: O1CCCC1.[NH2:6][C:7]1[CH:8]=[CH:9][C:10]([O:13][C:14]23[CH2:23][CH:18]4[CH2:19][CH:20]([CH2:22][CH:16]([CH2:17]4)[CH2:15]2)[CH2:21]3)=[N:11][CH:12]=1.C(N(CC)CC)C.[Cl:31][C:32]1[CH:40]=[CH:39][C:38]([N+:41]([O-:43])=[O:42])=[CH:37][C:33]=1[C:34](Cl)=[O:35]. (5) The reactants are: [Br:1][C:2]1[C:3]([NH2:8])=[N:4][CH:5]=[CH:6][CH:7]=1.[N:9]([C:12]1[CH:17]=[CH:16][CH:15]=[CH:14][C:13]=1[O:18][CH3:19])=[C:10]=[S:11]. Given the product [Br:1][C:2]1[C:3]([NH:8][C:10]([NH:9][C:12]2[CH:17]=[CH:16][CH:15]=[CH:14][C:13]=2[O:18][CH3:19])=[S:11])=[N:4][CH:5]=[CH:6][CH:7]=1, predict the reactants needed to synthesize it.